This data is from Full USPTO retrosynthesis dataset with 1.9M reactions from patents (1976-2016). The task is: Predict the reactants needed to synthesize the given product. (1) Given the product [CH3:19][O:18][C@@H:5]([CH2:6][C:7]1[CH:8]=[CH:9][C:10]([O:13][CH2:14][C:15](=[O:17])[NH:29][CH:27]([C:21]2[CH:26]=[CH:25][CH:24]=[CH:23][CH:22]=2)[CH3:28])=[CH:11][CH:12]=1)[C:4]([OH:3])=[O:20], predict the reactants needed to synthesize it. The reactants are: C([O:3][C:4](=[O:20])[C@@H:5]([O:18][CH3:19])[CH2:6][C:7]1[CH:12]=[CH:11][C:10]([O:13][CH2:14][C:15]([OH:17])=O)=[CH:9][CH:8]=1)C.[C:21]1([CH:27]([NH2:29])[CH3:28])[CH:26]=[CH:25][CH:24]=[CH:23][CH:22]=1.C(O[C@@H](CC1C=CC(O[C@@H](C(=O)NCCC2C=CC(OC3C=CC=CC=3)=CC=2)C)=CC=1)C(O)=O)C. (2) Given the product [C:21]([C:16]1[CH:17]=[C:18]2[C:13](=[C:14]([F:25])[CH:15]=1)[C:12](=[O:26])[N:11]([C:6]1[CH:7]=[C:8]([F:10])[CH:9]=[C:2]([C:32]3[CH:31]=[C:30]([NH:43][C:44]4[CH:49]=[CH:48][C:47]([N:50]5[CH2:55][CH2:54][N:53]([CH:56]6[CH2:57][O:58][CH2:59]6)[CH2:52][C@@H:51]5[CH3:60])=[CH:46][N:45]=4)[C:29](=[O:61])[N:28]([CH3:27])[CH:33]=3)[C:3]=1[CH:4]=[O:5])[N:20]=[CH:19]2)([CH3:24])([CH3:22])[CH3:23], predict the reactants needed to synthesize it. The reactants are: Br[C:2]1[CH:9]=[C:8]([F:10])[CH:7]=[C:6]([N:11]2[N:20]=[CH:19][C:18]3[C:13](=[C:14]([F:25])[CH:15]=[C:16]([C:21]([CH3:24])([CH3:23])[CH3:22])[CH:17]=3)[C:12]2=[O:26])[C:3]=1[CH:4]=[O:5].[CH3:27][N:28]1[CH:33]=[C:32](B2OC(C)(C)C(C)(C)O2)[CH:31]=[C:30]([NH:43][C:44]2[CH:49]=[CH:48][C:47]([N:50]3[CH2:55][CH2:54][N:53]([CH:56]4[CH2:59][O:58][CH2:57]4)[CH2:52][C@@H:51]3[CH3:60])=[CH:46][N:45]=2)[C:29]1=[O:61].[O-]P([O-])([O-])=O.[K+].[K+].[K+].C([O-])(=O)C.[Na+]. (3) Given the product [Cl:1][C:2]1[CH:3]=[C:4]([N:10]2[C:14]([CH3:15])=[C:13]([CH2:16][C:17]3[CH:25]=[CH:24][CH:23]=[CH:22][C:18]=3[C:19]([NH:28][CH3:27])=[O:21])[C:12]([CH3:26])=[N:11]2)[CH:5]=[CH:6][C:7]=1[C:8]#[N:9], predict the reactants needed to synthesize it. The reactants are: [Cl:1][C:2]1[CH:3]=[C:4]([N:10]2[C:14]([CH3:15])=[C:13]([CH2:16][C:17]3[CH:25]=[CH:24][CH:23]=[CH:22][C:18]=3[C:19]([OH:21])=O)[C:12]([CH3:26])=[N:11]2)[CH:5]=[CH:6][C:7]=1[C:8]#[N:9].[CH3:27][NH2:28].C1COCC1. (4) Given the product [CH:1]1([N:6]2[CH2:14][C:11]3([CH2:12][CH2:13]3)[C:10](=[O:15])[N:9]([CH3:16])[C:8]3[CH:17]=[N:18][C:19]([NH:21][C:22]4[CH:30]=[CH:29][C:25]([C:26]([NH:75][CH:76]5[CH2:81][CH2:80][N:79]([CH3:82])[CH2:78][CH2:77]5)=[O:27])=[CH:24][C:23]=4[CH3:31])=[N:20][C:7]2=3)[CH2:2][CH2:3][CH2:4][CH2:5]1, predict the reactants needed to synthesize it. The reactants are: [CH:1]1([N:6]2[CH2:14][C:11]3([CH2:13][CH2:12]3)[C:10](=[O:15])[N:9]([CH3:16])[C:8]3[CH:17]=[N:18][C:19]([NH:21][C:22]4[CH:30]=[CH:29][C:25]([C:26](O)=[O:27])=[CH:24][C:23]=4[CH3:31])=[N:20][C:7]2=3)[CH2:5][CH2:4][CH2:3][CH2:2]1.ON1C2C=CC=CC=2N=N1.F[P-](F)(F)(F)(F)F.CN(C(N(C)C)=[N+]1C2C=CC=CC=2[N+]([O-])=N1)C.C(N(C(C)C)C(C)C)C.[NH2:75][CH:76]1[CH2:81][CH2:80][N:79]([CH3:82])[CH2:78][CH2:77]1. (5) Given the product [NH:37]1[CH:36]=[C:35]([C:2]2[CH:3]=[C:4]([NH:8][C:9](=[O:26])[C@@H:10]([NH:18][C:19](=[O:25])[O:20][C:21]([CH3:24])([CH3:23])[CH3:22])[CH2:11][C:12]3[CH:17]=[CH:16][CH:15]=[CH:14][CH:13]=3)[CH:5]=[CH:6][CH:7]=2)[CH:39]=[N:38]1, predict the reactants needed to synthesize it. The reactants are: Br[C:2]1[CH:3]=[C:4]([NH:8][C:9](=[O:26])[C@@H:10]([NH:18][C:19](=[O:25])[O:20][C:21]([CH3:24])([CH3:23])[CH3:22])[CH2:11][C:12]2[CH:17]=[CH:16][CH:15]=[CH:14][CH:13]=2)[CH:5]=[CH:6][CH:7]=1.CC1(C)C(C)(C)OB([C:35]2[CH:36]=[N:37][NH:38][CH:39]=2)O1. (6) Given the product [C:3]([C:2]([NH:1][C:25](=[S:26])[C:24]1[CH:23]=[CH:22][C:21]([C:20]([F:19])([F:30])[F:31])=[CH:29][CH:28]=1)([CH3:18])[CH2:5][N:6]1[N:10]=[C:9]2[C:11]([Cl:17])=[CH:12][C:13]([Cl:16])=[C:14]([Cl:15])[C:8]2=[N:7]1)#[N:4], predict the reactants needed to synthesize it. The reactants are: [NH2:1][C:2]([CH3:18])([CH2:5][N:6]1[N:10]=[C:9]2[C:11]([Cl:17])=[CH:12][C:13]([Cl:16])=[C:14]([Cl:15])[C:8]2=[N:7]1)[C:3]#[N:4].[F:19][C:20]([F:31])([F:30])[C:21]1[CH:29]=[CH:28][C:24]([C:25](Cl)=[S:26])=[CH:23][CH:22]=1. (7) Given the product [NH2:30][C:31]1[S:32][CH:33]=[C:34]([CH2:36][C:37]([NH:1][C:2]2[CH:28]=[CH:27][C:5]([CH2:6][C@H:7]3[CH2:11][CH2:10][C@H:9]([C@H:12]([OH:19])[C:13]4[CH:18]=[CH:17][CH:16]=[CH:15][CH:14]=4)[N:8]3[C:20]([O:22][C:23]([CH3:24])([CH3:25])[CH3:26])=[O:21])=[CH:4][C:3]=2[Br:29])=[O:38])[N:35]=1, predict the reactants needed to synthesize it. The reactants are: [NH2:1][C:2]1[CH:28]=[CH:27][C:5]([CH2:6][C@H:7]2[CH2:11][CH2:10][C@H:9]([C@H:12]([OH:19])[C:13]3[CH:18]=[CH:17][CH:16]=[CH:15][CH:14]=3)[N:8]2[C:20]([O:22][C:23]([CH3:26])([CH3:25])[CH3:24])=[O:21])=[CH:4][C:3]=1[Br:29].[NH2:30][C:31]1[S:32][CH:33]=[C:34]([CH2:36][C:37](O)=[O:38])[N:35]=1.C1C=CC2N(O)N=NC=2C=1.CCN(C(C)C)C(C)C. (8) Given the product [F:20][C:2]([F:1])([F:19])[CH2:3][N:4]1[C:9](=[O:10])[CH:8]([O:23][CH3:21])[NH:7][C:6]([C:11]2[CH:12]=[C:13]([Cl:18])[CH:14]=[C:15]([Cl:17])[CH:16]=2)=[N:5]1, predict the reactants needed to synthesize it. The reactants are: [F:1][C:2]([F:20])([F:19])[CH2:3][N:4]1[C:9](=[O:10])[CH:8]=[N:7][C:6]([C:11]2[CH:16]=[C:15]([Cl:17])[CH:14]=[C:13]([Cl:18])[CH:12]=2)=[N:5]1.[C:21](OCC)(=[O:23])C.